This data is from Catalyst prediction with 721,799 reactions and 888 catalyst types from USPTO. The task is: Predict which catalyst facilitates the given reaction. (1) Reactant: C(=O)([O-])[O-].[K+].[K+].F[C:8]1[CH:13]=[CH:12][C:11]([F:14])=[CH:10][C:9]=1[N+:15]([O-:17])=[O:16].CN(C)C=O.[C:23]([O:29][CH3:30])(=[O:28])[CH2:24][C:25]([CH3:27])=[O:26]. Product: [CH3:30][O:29][C:23](=[O:28])[C:24]([C:8]1[CH:13]=[CH:12][C:11]([F:14])=[CH:10][C:9]=1[N+:15]([O-:17])=[O:16])=[C:25]([OH:26])[CH3:27]. The catalyst class is: 226. (2) Reactant: C([O-])([O-])=O.[K+].[K+].[CH2:7]([O:9][C:10]([C:12]1[NH:13][C:14]2[C:19]([CH:20]=1)=[CH:18][CH:17]=[C:16]([C:21]([O:23][CH2:24][CH3:25])=[O:22])[CH:15]=2)=[O:11])[CH3:8].Br[CH:27]([CH3:30])[C:28]#[N:29]. Product: [CH2:7]([O:9][C:10]([C:12]1[N:13]([CH:27]([C:28]#[N:29])[CH3:30])[C:14]2[C:19]([CH:20]=1)=[CH:18][CH:17]=[C:16]([C:21]([O:23][CH2:24][CH3:25])=[O:22])[CH:15]=2)=[O:11])[CH3:8]. The catalyst class is: 3. (3) Reactant: [CH2:1]([O:3][C:4]([C:6]1[CH:7]=[C:8]2[C:13](=[CH:14][CH:15]=1)[NH:12][CH:11]([C:16]1[CH:21]=[CH:20][CH:19]=[C:18]([NH2:22])[CH:17]=1)[C:10]([CH3:24])([CH3:23])[CH2:9]2)=[O:5])[CH3:2].N1C=CC=CC=1.[N:31]1([C:36](Cl)=[O:37])[CH2:35][CH2:34][CH2:33][CH2:32]1. Product: [CH2:1]([O:3][C:4]([C:6]1[CH:7]=[C:8]2[C:13](=[CH:14][CH:15]=1)[NH:12][CH:11]([C:16]1[CH:21]=[CH:20][CH:19]=[C:18]([NH:22][C:36]([N:31]3[CH2:35][CH2:34][CH2:33][CH2:32]3)=[O:37])[CH:17]=1)[C:10]([CH3:23])([CH3:24])[CH2:9]2)=[O:5])[CH3:2]. The catalyst class is: 4. (4) Reactant: [N+:1]([C:4]1[CH:5]=[C:6]([CH2:10][C:11]([OH:13])=O)[CH:7]=[CH:8][CH:9]=1)([O-:3])=[O:2].CN(C(O[N:29]1N=[N:29][C:24]2[CH:25]=[CH:26][CH:26]=[CH:25][C:24]1=2)=[N+](C)C)C.F[P-](F)(F)(F)(F)F.C(N(CC)C(C)C)(C)C.C1(N)CC1. Product: [CH:24]1([NH:29][C:11](=[O:13])[CH2:10][C:6]2[CH:7]=[CH:8][CH:9]=[C:4]([N+:1]([O-:3])=[O:2])[CH:5]=2)[CH2:26][CH2:25]1. The catalyst class is: 18. (5) Reactant: [CH:1]1([C:4]2[O:5][C:6]3[C:7](=[C:9]([C:13]([OH:15])=O)[CH:10]=[CH:11][CH:12]=3)[N:8]=2)[CH2:3][CH2:2]1.Cl.Cl.[NH2:18][C@H:19]1[CH:24]2[CH2:25][CH2:26][N:21]([CH2:22][CH2:23]2)[CH2:20]1.Cl.C(N=C=NCCCN(C)C)C.ON1C2C=CC=CC=2N=N1.C(N(CC)CC)C. Product: [N:21]12[CH2:26][CH2:25][CH:24]([CH2:23][CH2:22]1)[C@H:19]([NH:18][C:13]([C:9]1[CH:10]=[CH:11][CH:12]=[C:6]3[O:5][C:4]([CH:1]4[CH2:2][CH2:3]4)=[N:8][C:7]=13)=[O:15])[CH2:20]2. The catalyst class is: 174. (6) Reactant: [CH3:1][C:2]1[CH:7]=[CH:6][N:5]([C:8]2[CH:13]=[CH:12][C:11]([N:14]3[CH2:19][CH2:18][NH:17][CH2:16][CH2:15]3)=[CH:10][CH:9]=2)[C:4](=[O:20])[CH:3]=1.Cl[CH2:22][CH2:23][CH2:24][CH2:25][CH2:26][C:27]1[C:35]2[C:30](=[CH:31][CH:32]=[C:33]([C:36]#[N:37])[CH:34]=2)[NH:29][CH:28]=1.C(=O)([O-])[O-].[K+].[K+].[I-].[K+]. Product: [CH3:1][C:2]1[CH:7]=[CH:6][N:5]([C:8]2[CH:9]=[CH:10][C:11]([N:14]3[CH2:15][CH2:16][N:17]([CH2:22][CH2:23][CH2:24][CH2:25][CH2:26][C:27]4[C:35]5[C:30](=[CH:31][CH:32]=[C:33]([C:36]#[N:37])[CH:34]=5)[NH:29][CH:28]=4)[CH2:18][CH2:19]3)=[CH:12][CH:13]=2)[C:4](=[O:20])[CH:3]=1. The catalyst class is: 10.